Task: Predict the reactants needed to synthesize the given product.. Dataset: Full USPTO retrosynthesis dataset with 1.9M reactions from patents (1976-2016) (1) Given the product [Cl:6][C:7]1[C:8]([C:33]2[CH:34]=[N:35][N:36]3[CH:41]=[CH:40][CH:39]=[CH:38][C:37]=23)=[N:9][C:10]([NH:13][C:14]2[C:19]([O:20][CH3:21])=[CH:18][C:17]([N:22]([CH3:31])[CH2:23][CH2:24][N:25]3[CH2:30][CH2:29][O:28][CH2:27][CH2:26]3)=[C:16]([NH:32][C:1](=[O:4])[CH:2]=[CH2:3])[CH:15]=2)=[N:11][CH:12]=1, predict the reactants needed to synthesize it. The reactants are: [C:1](Cl)(=[O:4])[CH:2]=[CH2:3].[Cl:6][C:7]1[C:8]([C:33]2[CH:34]=[N:35][N:36]3[CH:41]=[CH:40][CH:39]=[CH:38][C:37]=23)=[N:9][C:10]([NH:13][C:14]2[CH:15]=[C:16]([NH2:32])[C:17]([N:22]([CH3:31])[CH2:23][CH2:24][N:25]3[CH2:30][CH2:29][O:28][CH2:27][CH2:26]3)=[CH:18][C:19]=2[O:20][CH3:21])=[N:11][CH:12]=1.CCN(C(C)C)C(C)C.C(OCC)C. (2) Given the product [Cl:39][C:40]1[CH:46]=[CH:45][C:43]([NH:44][C:24]([CH:12]2[CH2:13][N:14]([C:17]([O:19][C:20]([CH3:22])([CH3:23])[CH3:21])=[O:18])[CH2:15][CH2:16][N:11]2[C:9]([O:8][CH2:1][C:2]2[CH:3]=[CH:4][CH:5]=[CH:6][CH:7]=2)=[O:10])=[O:25])=[CH:42][CH:41]=1, predict the reactants needed to synthesize it. The reactants are: [CH2:1]([O:8][C:9]([N:11]1[CH2:16][CH2:15][N:14]([C:17]([O:19][C:20]([CH3:23])([CH3:22])[CH3:21])=[O:18])[CH2:13][CH:12]1[C:24](O)=[O:25])=[O:10])[C:2]1[CH:7]=[CH:6][CH:5]=[CH:4][CH:3]=1.Cl.CN(C)CCCN=C=NCC.[Cl:39][C:40]1[CH:46]=[CH:45][C:43]([NH2:44])=[CH:42][CH:41]=1.C(N(CC)C(C)C)(C)C. (3) Given the product [Cl:1][C:2]1[CH:3]=[CH:4][C:5]2[N:6]([CH:10]=[N:9][CH:8]=2)[CH:7]=1, predict the reactants needed to synthesize it. The reactants are: [Cl:1][C:2]1[CH:3]=[CH:4][C:5]([CH2:8][NH:9][CH:10]=O)=[N:6][CH:7]=1.P(Cl)(Cl)(Cl)=O.[OH-].[NH4+].